This data is from Catalyst prediction with 721,799 reactions and 888 catalyst types from USPTO. The task is: Predict which catalyst facilitates the given reaction. (1) Reactant: C([O:3][CH2:4][CH2:5][O:6][NH:7][C:8]([C:10]1[CH:11]=[CH:12][C:13]2[N:14]([CH:25]=[N:26][CH:27]=2)[C:15]=1[NH:16][C:17]1[CH:22]=[CH:21][C:20]([Br:23])=[CH:19][C:18]=1[F:24])=[O:9])=C.Cl. Product: [OH:3][CH2:4][CH2:5][O:6][NH:7][C:8]([C:10]1[CH:11]=[CH:12][C:13]2[N:14]([CH:25]=[N:26][CH:27]=2)[C:15]=1[NH:16][C:17]1[CH:22]=[CH:21][C:20]([Br:23])=[CH:19][C:18]=1[F:24])=[O:9]. The catalyst class is: 5. (2) Reactant: [Br:1][C:2]1[N:6]2[CH2:7][CH2:8][NH:9][C:10](=[O:11])[C:5]2=[N:4][N:3]=1.C(=O)([O-])[O-].[Cs+].[Cs+].Br[CH2:19][C:20]1[CH:25]=[CH:24][CH:23]=[C:22]([C:26]([F:29])([F:28])[F:27])[C:21]=1[Cl:30]. Product: [Br:1][C:2]1[N:6]2[CH2:7][CH2:8][N:9]([CH2:19][C:20]3[CH:25]=[CH:24][CH:23]=[C:22]([C:26]([F:27])([F:29])[F:28])[C:21]=3[Cl:30])[C:10](=[O:11])[C:5]2=[N:4][N:3]=1. The catalyst class is: 3. (3) Reactant: [C:1]([O:5][C:6]([N:8]([CH3:13])[CH2:9][C:10]([OH:12])=O)=[O:7])([CH3:4])([CH3:3])[CH3:2].C(Cl)CCl.C1C=CC2N(O)N=NC=2C=1.[N:28]1([CH2:34][CH2:35][O:36][C:37]2[N:42]=[CH:41][C:40]3[NH:43]/[C:44](=[N:52]\[C:53](=[O:60])[C:54]4[CH:59]=[CH:58][CH:57]=[CH:56][CH:55]=4)/[N:45]([CH:46]4[CH2:51][CH2:50][NH:49][CH2:48][CH2:47]4)[C:39]=3[CH:38]=2)[CH2:33][CH2:32][CH2:31][CH2:30][CH2:29]1.CCN(C(C)C)C(C)C. Product: [C:53](/[N:52]=[C:44]1/[N:45]([CH:46]2[CH2:47][CH2:48][N:49]([C:10](=[O:12])[CH2:9][N:8]([CH3:13])[C:6](=[O:7])[O:5][C:1]([CH3:2])([CH3:3])[CH3:4])[CH2:50][CH2:51]2)[C:39]2[CH:38]=[C:37]([O:36][CH2:35][CH2:34][N:28]3[CH2:33][CH2:32][CH2:31][CH2:30][CH2:29]3)[N:42]=[CH:41][C:40]=2[NH:43]/1)(=[O:60])[C:54]1[CH:55]=[CH:56][CH:57]=[CH:58][CH:59]=1. The catalyst class is: 303.